The task is: Predict the reaction yield, written as a fraction of the theoretical maximum amount of product (1.0 means a 100% yield; for example, 0.34 means a 34% yield).. This data is from Reaction yield outcomes from USPTO patents with 853,638 reactions. (1) The reactants are [C:1]([CH:4]([CH2:10][C:11]([O:13][CH2:14][CH3:15])=[O:12])[C:5]([O:7]CC)=O)(=O)[CH3:2].[NH2:16][C:17]1[CH:21]=[CH:20][NH:19][N:18]=1. The catalyst is C1(C)C=CC=CC=1. The product is [OH:7][C:5]1[N:18]2[N:19]=[CH:20][CH:21]=[C:17]2[N:16]=[C:1]([CH3:2])[C:4]=1[CH2:10][C:11]([O:13][CH2:14][CH3:15])=[O:12]. The yield is 0.860. (2) The product is [C:1]([O:5][C:6](=[O:18])[CH2:7][CH:8]1[CH2:13][CH:12]([CH:14]=[O:15])[O:11][C:10]([CH3:17])([CH3:16])[O:9]1)([CH3:2])([CH3:4])[CH3:3]. The reactants are [C:1]([O:5][C:6](=[O:18])[CH2:7][CH:8]1[CH2:13][CH:12]([CH2:14][OH:15])[O:11][C:10]([CH3:17])([CH3:16])[O:9]1)([CH3:4])([CH3:3])[CH3:2].C[N+]1([O-])CCOCC1. The yield is 0.860. The catalyst is C(Cl)Cl.CC#N.[Ru]([O-])(=O)(=O)=O.C([N+](CCC)(CCC)CCC)CC. (3) The reactants are C(N)(C)C.C([Li])CCC.[Li+].CC([N-]C(C)C)C.[CH3:18][O:19][C:20]([CH:22]1[CH2:27][CH2:26][N:25]([C:28]([O:30][C:31]([CH3:34])([CH3:33])[CH3:32])=[O:29])[CH2:24][CH2:23]1)=[O:21].[CH2:35](Br)[C:36]1[CH:41]=[CH:40][CH:39]=[CH:38][CH:37]=1.[Cl-].[NH4+]. The catalyst is C1COCC1.CN(P(N(C)C)(N(C)C)=O)C. The product is [CH3:18][O:19][C:20]([C:22]1([CH2:35][C:36]2[CH:41]=[CH:40][CH:39]=[CH:38][CH:37]=2)[CH2:23][CH2:24][N:25]([C:28]([O:30][C:31]([CH3:34])([CH3:33])[CH3:32])=[O:29])[CH2:26][CH2:27]1)=[O:21]. The yield is 0.630. (4) The reactants are [CH3:1][CH:2]([C@H:4]([NH:7][C:8](=[O:14])[O:9][C:10]([CH3:13])([CH3:12])[CH3:11])[CH:5]=[CH2:6])[CH3:3].[H-].[Na+].Br[CH2:18][CH:19]=[CH2:20].O. The catalyst is CN(C=O)C.C(Cl)Cl. The product is [CH3:3][CH:2]([C@H:4]([N:7]([CH2:20][CH:19]=[CH2:18])[C:8](=[O:14])[O:9][C:10]([CH3:12])([CH3:11])[CH3:13])[CH:5]=[CH2:6])[CH3:1]. The yield is 0.500.